From a dataset of Full USPTO retrosynthesis dataset with 1.9M reactions from patents (1976-2016). Predict the reactants needed to synthesize the given product. (1) Given the product [CH:1]1([C:4]2[CH:11]=[CH:10][C:9]([CH2:12][O:13][CH3:16])=[CH:8][C:5]=2[C:6]#[N:7])[CH2:2][CH2:3]1, predict the reactants needed to synthesize it. The reactants are: [CH:1]1([C:4]2[CH:11]=[CH:10][C:9]([CH2:12][OH:13])=[CH:8][C:5]=2[C:6]#[N:7])[CH2:3][CH2:2]1.[H-].[Na+].[CH3:16]I. (2) Given the product [ClH:23].[CH2:1]1[C:5]2([CH2:6][CH2:7][CH:8]([NH:11][NH2:12])[CH2:9][CH2:10]2)[CH2:4][CH2:3][CH2:2]1, predict the reactants needed to synthesize it. The reactants are: [CH2:1]1[C:5]2([CH2:10][CH2:9][C:8](=[N:11][NH:12]C(=O)NNOC(C)(C)C)[CH2:7][CH2:6]2)[CH2:4][CH2:3][CH2:2]1.B.[ClH:23]. (3) Given the product [Cl:1][C:2]1[CH:3]=[CH:4][C:5]([O:29][CH:30]([F:32])[F:31])=[C:6]([C:8]2[C:12]([NH:13][C:14]([C:16]3[CH:17]=[N:18][N:19]4[CH:24]=[CH:23][CH:22]=[N:21][C:20]=34)=[O:15])=[CH:11][N:10]([CH2:25][C:26]([N:41]3[CH2:40][CH2:39][N:38]([CH2:37][C:36](=[O:44])[NH:35][CH3:34])[CH2:43][CH2:42]3)=[O:27])[N:9]=2)[CH:7]=1, predict the reactants needed to synthesize it. The reactants are: [Cl:1][C:2]1[CH:3]=[CH:4][C:5]([O:29][CH:30]([F:32])[F:31])=[C:6]([C:8]2[C:12]([NH:13][C:14]([C:16]3[CH:17]=[N:18][N:19]4[CH:24]=[CH:23][CH:22]=[N:21][C:20]=34)=[O:15])=[CH:11][N:10]([CH2:25][C:26](O)=[O:27])[N:9]=2)[CH:7]=1.Cl.[CH3:34][NH:35][C:36](=[O:44])[CH2:37][N:38]1[CH2:43][CH2:42][NH:41][CH2:40][CH2:39]1.CN(C(ON1N=NC2C=CC=NC1=2)=[N+](C)C)C.F[P-](F)(F)(F)(F)F.CCN(C(C)C)C(C)C. (4) Given the product [N+:1]([C:4]1[CH:5]=[N:6][N:7]([CH:9]([C:23]2[CH:28]=[CH:27][CH:26]=[CH:25][CH:24]=2)[CH:10]2[CH2:11][CH2:12][NH:13][CH2:14][CH2:15]2)[CH:8]=1)([O-:3])=[O:2], predict the reactants needed to synthesize it. The reactants are: [N+:1]([C:4]1[CH:5]=[N:6][N:7]([CH:9]([C:23]2[CH:28]=[CH:27][CH:26]=[CH:25][CH:24]=2)[CH:10]2[CH2:15][CH2:14][N:13](C(OC(C)(C)C)=O)[CH2:12][CH2:11]2)[CH:8]=1)([O-:3])=[O:2].FC(F)(F)C(O)=O. (5) Given the product [CH:14]1([N:18]2[C:17]([CH:20]=[O:21])=[CH:16][N:6]=[C:1]2[CH:2]([CH3:4])[CH3:3])[CH2:11][CH2:13]1, predict the reactants needed to synthesize it. The reactants are: [C:1]([NH2:6])(=O)[CH:2]([CH3:4])[CH3:3].C1(N)CC1.[CH:11]1([C:14]2[N:18](C)[C:17]([CH:20]=[O:21])=[CH:16]N=2)[CH2:13]C1. (6) Given the product [F:10][C:9]([F:12])([F:11])[O:8][C:5]1[CH:4]=[C:3]([O:13][CH3:20])[CH:2]=[CH:7][CH:6]=1, predict the reactants needed to synthesize it. The reactants are: Br[C:2]1[CH:7]=[CH:6][C:5]([O:8][C:9]([F:12])([F:11])[F:10])=[CH:4][C:3]=1[OH:13].[OH-].[Na+].S(OC)(O[CH3:20])(=O)=O.